From a dataset of Full USPTO retrosynthesis dataset with 1.9M reactions from patents (1976-2016). Predict the reactants needed to synthesize the given product. (1) Given the product [CH3:37][N:32]1[C:31]([C:29]([NH:28][C:24]2[CH:23]=[C:22]([CH:27]=[CH:26][CH:25]=2)[C:20]([C:16]2[CH:15]=[C:14]3[C:19]([C:11](=[CH:10][NH:9][C:6]4[CH:5]=[CH:4][C:3]([CH2:2][O:1][C:44](=[O:45])[CH2:43][N:41]([CH3:42])[CH3:40])=[CH:8][CH:7]=4)[C:12](=[O:38])[NH:13]3)=[CH:18][CH:17]=2)=[O:21])=[O:30])=[CH:35][C:34]([CH3:36])=[N:33]1, predict the reactants needed to synthesize it. The reactants are: [OH:1][CH2:2][C:3]1[CH:8]=[CH:7][C:6]([NH:9][CH:10]=[C:11]2[C:19]3[C:14](=[CH:15][C:16]([C:20]([C:22]4[CH:23]=[C:24]([NH:28][C:29]([C:31]5[N:32]([CH3:37])[N:33]=[C:34]([CH3:36])[CH:35]=5)=[O:30])[CH:25]=[CH:26][CH:27]=4)=[O:21])=[CH:17][CH:18]=3)[NH:13][C:12]2=[O:38])=[CH:5][CH:4]=1.Cl.[CH3:40][N:41]([CH2:43][C:44](Cl)=[O:45])[CH3:42].C(N(CC)CC)C. (2) Given the product [N:3]1[CH:4]=[CH:5][CH:6]=[N:1][C:2]=1[N:7]1[CH2:12][CH2:11][N:10]([C:13]2[CH:14]=[CH:15][C:16]([C:19]3[S:23][C:22]([C:24]4[CH:32]=[CH:31][C:27]([C:28]([O:30][N:40]5[C:44]6[CH:45]=[CH:46][CH:47]=[CH:48][C:43]=6[N:42]=[N:41]5)=[O:29])=[CH:26][CH:25]=4)=[N:21][N:20]=3)=[CH:17][CH:18]=2)[CH2:9][CH2:8]1, predict the reactants needed to synthesize it. The reactants are: [N:1]1[CH:6]=[CH:5][CH:4]=[N:3][C:2]=1[N:7]1[CH2:12][CH2:11][N:10]([C:13]2[CH:18]=[CH:17][C:16]([C:19]3[S:23][C:22]([C:24]4[CH:32]=[CH:31][C:27]([C:28]([OH:30])=[O:29])=[CH:26][CH:25]=4)=[N:21][N:20]=3)=[CH:15][CH:14]=2)[CH2:9][CH2:8]1.F[P-](F)(F)(F)(F)F.[N:40]1(OC(N(C)C)=[N+](C)C)[C:44]2[CH:45]=[CH:46][CH:47]=[CH:48][C:43]=2[N:42]=[N:41]1.C(N(CC)C(C)C)(C)C. (3) Given the product [CH3:7][N:8]([CH3:24])[C:9]1([C:19]2[S:20][CH:21]=[CH:22][CH:23]=2)[CH2:10][CH2:11][C:12]2([CH2:16][CH2:15][N:14]([C:1](=[O:5])[CH2:2][CH2:3][CH3:4])[CH2:13]2)[CH2:17][CH2:18]1, predict the reactants needed to synthesize it. The reactants are: [C:1](Cl)(=[O:5])[CH2:2][CH2:3][CH3:4].[CH3:7][N:8]([CH3:24])[C:9]1([C:19]2[S:20][CH:21]=[CH:22][CH:23]=2)[CH2:18][CH2:17][C:12]2([CH2:16][CH2:15][NH:14][CH2:13]2)[CH2:11][CH2:10]1.C(N(CC)CC)C.C(=O)([O-])[O-].[K+].[K+]. (4) Given the product [CH3:1][C:2]1[CH:3]=[C:4]([CH2:5][S:26]([OH:28])(=[O:27])=[O:25])[CH:7]=[C:8]([CH3:24])[C:9]=1[CH2:10][C:11]1[CH:16]=[CH:15][C:14]([OH:17])=[C:13]([CH:21]([CH3:23])[CH3:22])[CH:12]=1, predict the reactants needed to synthesize it. The reactants are: [CH3:1][C:2]1[CH:3]=[C:4]([CH:7]=[C:8]([CH3:24])[C:9]=1[CH2:10][C:11]1[CH:16]=[CH:15][C:14]([O:17]COC)=[C:13]([CH:21]([CH3:23])[CH3:22])[CH:12]=1)[CH2:5]Br.[O-:25][S:26]([O-:28])=[O:27].[Na+].[Na+].